From a dataset of Reaction yield outcomes from USPTO patents with 853,638 reactions. Predict the reaction yield, written as a fraction of the theoretical maximum amount of product (1.0 means a 100% yield; for example, 0.34 means a 34% yield). (1) The reactants are [C:1]([O:5][C:6](=[O:17])[NH:7][C:8]1[CH:13]=[C:12]([OH:14])[C:11]([Cl:15])=[CH:10][C:9]=1[F:16])([CH3:4])([CH3:3])[CH3:2].Cl[C:19]1[CH:24]=[CH:23][C:22]([N+:25]([O-:27])=[O:26])=[CH:21][N:20]=1.C(=O)([O-])[O-].[K+].[K+].[Cl-].[NH4+]. The catalyst is CN(C)C=O. The product is [C:1]([O:5][C:6](=[O:17])[NH:7][C:8]1[CH:13]=[C:12]([O:14][C:19]2[CH:24]=[CH:23][C:22]([N+:25]([O-:27])=[O:26])=[CH:21][N:20]=2)[C:11]([Cl:15])=[CH:10][C:9]=1[F:16])([CH3:4])([CH3:2])[CH3:3]. The yield is 0.460. (2) The reactants are [C:1]1([C:7]2[O:11][N:10]=[C:9]([C:12](OCC)=[O:13])[CH:8]=2)[CH:6]=[CH:5][CH:4]=[CH:3][CH:2]=1.[H-].[Al+3].[Li+].[H-].[H-].[H-].O.Cl. The catalyst is C(OCC)C.C(OCC)(=O)C. The product is [C:1]1([C:7]2[O:11][N:10]=[C:9]([CH2:12][OH:13])[CH:8]=2)[CH:2]=[CH:3][CH:4]=[CH:5][CH:6]=1. The yield is 0.940. (3) The reactants are Br[C:2]1[O:3][C:4]2[C:24]([O:25]C(=O)C)=[C:23]([O:29][CH3:30])[CH:22]=[CH:21][C:5]=2[C:6]=1[C:7](=[O:20])[C:8]1[CH:13]=[C:12]([O:14][CH3:15])[C:11]([O:16][CH3:17])=[C:10]([O:18][CH3:19])[CH:9]=1.C[Si]([C:35]#[CH:36])(C)C. The catalyst is ClCCl.C(N(CC)CC)C.Cl[Pd](Cl)([P](C1C=CC=CC=1)(C1C=CC=CC=1)C1C=CC=CC=1)[P](C1C=CC=CC=1)(C1C=CC=CC=1)C1C=CC=CC=1.[Cu]I. The product is [C:35]([C:2]1[O:3][C:4]2[C:24]([OH:25])=[C:23]([O:29][CH3:30])[CH:22]=[CH:21][C:5]=2[C:6]=1[C:7](=[O:20])[C:8]1[CH:9]=[C:10]([O:18][CH3:19])[C:11]([O:16][CH3:17])=[C:12]([O:14][CH3:15])[CH:13]=1)#[CH:36]. The yield is 0.260. (4) The reactants are [C:1]1([CH2:7][C:8](Cl)=[O:9])[CH:6]=[CH:5][CH:4]=[CH:3][CH:2]=1.[S-:11][C:12]#[N:13].[K+].[NH2:15][C:16]1[CH:37]=[CH:36][C:19]([O:20][C:21]2[CH:26]=[CH:25][N:24]=[C:23]([NH:27][C:28]([N:30]3[CH2:35][CH2:34][O:33][CH2:32][CH2:31]3)=[O:29])[CH:22]=2)=[C:18]([Cl:38])[CH:17]=1.CCCCCC.C(OCC)(=O)C. The catalyst is C(#N)C. The product is [Cl:38][C:18]1[CH:17]=[C:16]([NH:15][C:12]([NH:13][C:8](=[O:9])[CH2:7][C:1]2[CH:6]=[CH:5][CH:4]=[CH:3][CH:2]=2)=[S:11])[CH:37]=[CH:36][C:19]=1[O:20][C:21]1[CH:26]=[CH:25][N:24]=[C:23]([NH:27][C:28]([N:30]2[CH2:31][CH2:32][O:33][CH2:34][CH2:35]2)=[O:29])[CH:22]=1. The yield is 0.470. (5) The reactants are [CH2:1]([C:3]1[CH:8]=[CH:7][N:6]=[C:5]([NH2:9])[CH:4]=1)[CH3:2].OS(O)(=O)=O.[N+:15]([O-])(O)=O. The yield is 0.770. The product is [CH2:1]([C:3]1[CH:8]=[CH:7][N:6]=[C:5]([NH:9][NH2:15])[CH:4]=1)[CH3:2]. The catalyst is OS(O)(=O)=O.[OH-].[Na+].[Zn].